From a dataset of Forward reaction prediction with 1.9M reactions from USPTO patents (1976-2016). Predict the product of the given reaction. (1) The product is: [CH:30]1([O:29][C:4]2[C:5]3[C:10]([C:11]4[CH:20]=[CH:19][C:14]([C:15](=[O:16])[NH:17][CH3:18])=[CH:13][CH:12]=4)=[CH:9][N:8]([CH2:21][O:22][CH2:23][CH2:24][Si:25]([CH3:28])([CH3:27])[CH3:26])[C:6]=3[N:7]=[C:2]([NH:34][C:35]3[CH:48]=[CH:47][C:38]([C:39]([NH:41][CH:42]4[CH2:43][N:44]([CH3:46])[CH2:45]4)=[O:40])=[CH:37][C:36]=3[O:49][CH3:50])[N:3]=2)[CH2:33][CH2:32][CH2:31]1. Given the reactants Cl[C:2]1[N:3]=[C:4]([O:29][CH:30]2[CH2:33][CH2:32][CH2:31]2)[C:5]2[C:10]([C:11]3[CH:20]=[CH:19][C:14]([C:15]([NH:17][CH3:18])=[O:16])=[CH:13][CH:12]=3)=[CH:9][N:8]([CH2:21][O:22][CH2:23][CH2:24][Si:25]([CH3:28])([CH3:27])[CH3:26])[C:6]=2[N:7]=1.[NH2:34][C:35]1[CH:48]=[CH:47][C:38]([C:39]([NH:41][CH:42]2[CH2:45][N:44]([CH3:46])[CH2:43]2)=[O:40])=[CH:37][C:36]=1[O:49][CH3:50].C(=O)([O-])[O-].[Cs+].[Cs+].C1(P(C2C=CC=CC=2)C2C=CC3C(=CC=CC=3)C=2C2C3C(=CC=CC=3)C=CC=2P(C2C=CC=CC=2)C2C=CC=CC=2)C=CC=CC=1, predict the reaction product. (2) Given the reactants I[C:2]1[CH:3]=[CH:4][C:5]2[N:6]([C:15]3[CH:20]=[CH:19][CH:18]=[CH:17][CH:16]=3)[C:7]3[C:12]([C:13]=2[CH:14]=1)=[CH:11][CH:10]=[CH:9][CH:8]=3.[CH3:21][C:22]1([CH3:38])[C:26]([CH3:28])([CH3:27])[O:25][B:24]([B:24]2[O:25][C:26]([CH3:28])([CH3:27])[C:22]([CH3:38])([CH3:21])[O:23]2)[O:23]1.C([O-])(=O)C.[K+].O, predict the reaction product. The product is: [C:5]1([N:6]2[C:15]3[CH:20]=[CH:19][C:18]([B:24]4[O:25][C:26]([CH3:28])([CH3:27])[C:22]([CH3:38])([CH3:21])[O:23]4)=[CH:17][C:16]=3[C:12]3[C:7]2=[CH:8][CH:9]=[CH:10][CH:11]=3)[CH:4]=[CH:3][CH:2]=[CH:14][CH:13]=1. (3) Given the reactants Cl.C([N:4]=C=NCCCN(C)C)C.O.ON1C2C=CC=CC=2N=N1.[CH3:24][C:25]1[C:29]([C:30]([O:32][CH2:33][CH3:34])=[O:31])=[C:28]([CH3:35])[O:27][C:26]=1[C:36]([OH:38])=O.N, predict the reaction product. The product is: [CH3:24][C:25]1[C:29]([C:30]([O:32][CH2:33][CH3:34])=[O:31])=[C:28]([CH3:35])[O:27][C:26]=1[C:36]([NH2:4])=[O:38]. (4) Given the reactants [Cl:1][C:2]1[CH:7]=[CH:6][C:5]([F:8])=[CH:4][C:3]=1[CH2:9]O.P(Br)(Br)[Br:12].C(=O)(O)[O-].[Na+], predict the reaction product. The product is: [Br:12][CH2:9][C:3]1[CH:4]=[C:5]([F:8])[CH:6]=[CH:7][C:2]=1[Cl:1]. (5) Given the reactants [CH2:1]([O:3][C:4](=[O:22])[C:5]1[CH:10]=[CH:9][C:8]([N:11]2[C:19]3[C:14](=[CH:15][CH:16]=[C:17]([CH2:20][OH:21])[CH:18]=3)[CH:13]=[CH:12]2)=[CH:7][CH:6]=1)[CH3:2].[C:23](OC(=O)C)(=[O:25])[CH3:24].N1C=CC=CC=1.O, predict the reaction product. The product is: [CH2:1]([O:3][C:4](=[O:22])[C:5]1[CH:10]=[CH:9][C:8]([N:11]2[C:19]3[C:14](=[CH:15][CH:16]=[C:17]([CH2:20][O:21][C:23](=[O:25])[CH3:24])[CH:18]=3)[CH:13]=[CH:12]2)=[CH:7][CH:6]=1)[CH3:2]. (6) Given the reactants [N+:1]([C:4]1[CH:5]=[CH:6][C:7]([N:10]2[CH2:15][CH2:14][C:13]([OH:22])([C:16]3[CH:21]=[CH:20][CH:19]=[CH:18][CH:17]=3)[CH2:12][CH2:11]2)=[N:8][CH:9]=1)([O-])=O, predict the reaction product. The product is: [NH2:1][C:4]1[CH:5]=[CH:6][C:7]([N:10]2[CH2:15][CH2:14][C:13]([OH:22])([C:16]3[CH:17]=[CH:18][CH:19]=[CH:20][CH:21]=3)[CH2:12][CH2:11]2)=[N:8][CH:9]=1.